Dataset: Peptide-MHC class I binding affinity with 185,985 pairs from IEDB/IMGT. Task: Regression. Given a peptide amino acid sequence and an MHC pseudo amino acid sequence, predict their binding affinity value. This is MHC class I binding data. (1) The MHC is HLA-A26:01 with pseudo-sequence HLA-A26:01. The peptide sequence is RVATENIAV. The binding affinity (normalized) is 0.0847. (2) The peptide sequence is RPMLARLTV. The MHC is HLA-C04:01 with pseudo-sequence HLA-C04:01. The binding affinity (normalized) is 0.213. (3) The peptide sequence is GIPHPAGLK. The MHC is HLA-A29:02 with pseudo-sequence HLA-A29:02. The binding affinity (normalized) is 0. (4) The peptide sequence is FENAILSMTI. The MHC is HLA-B40:02 with pseudo-sequence HLA-B40:02. The binding affinity (normalized) is 0.830. (5) The peptide sequence is LRYEGGAAL. The MHC is HLA-A31:01 with pseudo-sequence HLA-A31:01. The binding affinity (normalized) is 0. (6) The peptide sequence is TVFYNIPPM. The MHC is HLA-A30:01 with pseudo-sequence HLA-A30:01. The binding affinity (normalized) is 0.213. (7) The MHC is HLA-B39:01 with pseudo-sequence HLA-B39:01. The peptide sequence is DEFVADIPS. The binding affinity (normalized) is 0.0847.